The task is: Predict the reactants needed to synthesize the given product.. This data is from Full USPTO retrosynthesis dataset with 1.9M reactions from patents (1976-2016). (1) Given the product [CH3:2][O:4][C:5]([C:6]1[O:7][C:8]2[CH:13]=[C:12]([Cl:14])[CH:11]=[CH:10][C:9]=2[CH:15]=1)=[O:17], predict the reactants needed to synthesize it. The reactants are: [Mg].[CH2:2]([O:4][C:5](=[O:17])[CH2:6][O:7][C:8]1[CH:13]=[C:12]([Cl:14])[CH:11]=[CH:10][C:9]=1[CH:15]=O)C. (2) Given the product [I:1][C:2]1[CH:3]=[C:4]2[C:9](=[CH:10][CH:11]=1)[O:8][C@@H:7]([CH2:12][OH:13])[CH2:6][CH2:5]2, predict the reactants needed to synthesize it. The reactants are: [I:1][C:2]1[CH:3]=[C:4]2[C:9](=[CH:10][CH:11]=1)[O:8][C@@H:7]([C:12](O)=[O:13])[CH2:6][CH2:5]2.B.C1COCC1.O.C([O-])(O)=O.[Na+]. (3) Given the product [CH3:1][C:2]1([CH3:28])[CH2:7][CH2:6][C:5]([C:8]2[CH:13]=[C:12]([C:14]([CH3:16])([NH:33][CH2:32][CH2:31][S:30][CH3:29])[CH3:15])[CH:11]=[CH:10][C:9]=2[NH:18][C:19]([C:21]2[NH:22][CH:23]=[C:24]([C:26]#[N:27])[N:25]=2)=[O:20])=[CH:4][CH2:3]1, predict the reactants needed to synthesize it. The reactants are: [CH3:1][C:2]1([CH3:28])[CH2:7][CH2:6][C:5]([C:8]2[CH:13]=[C:12]([C:14](O)([CH3:16])[CH3:15])[CH:11]=[CH:10][C:9]=2[NH:18][C:19]([C:21]2[NH:22][CH:23]=[C:24]([C:26]#[N:27])[N:25]=2)=[O:20])=[CH:4][CH2:3]1.[CH3:29][S:30][CH2:31][CH2:32][NH2:33]. (4) Given the product [C:1]([C:5]1[CH:9]=[C:8]([NH:10][C:11]([NH:13][C:14]2[CH:19]=[CH:18][CH:17]=[CH:16][C:15]=2[F:20])=[O:12])[N:7]([C:21]2[CH:31]=[CH:30][CH:29]=[C:23]([CH2:24][OH:25])[CH:22]=2)[N:6]=1)([CH3:4])([CH3:2])[CH3:3], predict the reactants needed to synthesize it. The reactants are: [C:1]([C:5]1[CH:9]=[C:8]([NH:10][C:11]([NH:13][C:14]2[CH:19]=[CH:18][CH:17]=[CH:16][C:15]=2[F:20])=[O:12])[N:7]([C:21]2[CH:22]=[C:23]([CH:29]=[CH:30][CH:31]=2)[C:24](OCC)=[O:25])[N:6]=1)([CH3:4])([CH3:3])[CH3:2].[H-].[H-].[H-].[H-].[Li+].[Al+3]. (5) Given the product [N:1]1[C:10]2[C:5](=[CH:6][CH:7]=[CH:8][CH:9]=2)[CH:4]=[CH:3][C:2]=1[CH2:11][NH:12][NH:13][C:14]([O:16][C:17]([CH3:20])([CH3:19])[CH3:18])=[O:15], predict the reactants needed to synthesize it. The reactants are: [N:1]1[C:10]2[C:5](=[CH:6][CH:7]=[CH:8][CH:9]=2)[CH:4]=[CH:3][C:2]=1[CH:11]=[N:12][NH:13][C:14]([O:16][C:17]([CH3:20])([CH3:19])[CH3:18])=[O:15]. (6) Given the product [NH2:3][C@:2]([CH3:1])([CH2:8][CH2:9][C:10]1[N:11]([CH2:15][CH3:16])[CH:12]=[CH:13][CH:14]=1)[CH2:6][OH:5], predict the reactants needed to synthesize it. The reactants are: [CH3:1][C@@:2]1([CH2:8][CH2:9][C:10]2[N:11]([CH2:15][CH3:16])[CH:12]=[CH:13][CH:14]=2)[CH2:6][O:5]C(=O)[NH:3]1.[OH-].[K+].O.C([C@H]([C@@H](C([O-])=O)O)O)([O-])=O. (7) Given the product [O:33]1[CH2:30][CH2:29][N:28]([CH2:2][C:3]2[C:8](=[O:9])[N:7]([C:10]3[CH:11]=[C:12]([C:16]4[CH:21]=[CH:20][CH:19]=[CH:18][CH:17]=4)[CH:13]=[CH:14][CH:15]=3)[C:6]3[N:22]=[CH:23][CH:24]=[CH:25][C:5]=3[N:4]=2)[CH2:26][CH2:27]1, predict the reactants needed to synthesize it. The reactants are: Br[CH2:2][C:3]1[C:8](=[O:9])[N:7]([C:10]2[CH:11]=[C:12]([C:16]3[CH:21]=[CH:20][CH:19]=[CH:18][CH:17]=3)[CH:13]=[CH:14][CH:15]=2)[C:6]2[N:22]=[CH:23][CH:24]=[CH:25][C:5]=2[N:4]=1.[CH2:26]([N:28](CC)[CH2:29][CH3:30])[CH3:27].[OH2:33]. (8) The reactants are: C(NC(C)C)(C)C.[Li]CCCC.[Cl:13][C:14]1[CH:19]=[CH:18][CH:17]=[C:16]([Br:20])[CH:15]=1.[C:21]1([CH3:29])[CH:26]=[CH:25][CH:24]=[C:23]([CH:27]=[O:28])[CH:22]=1. Given the product [Br:20][C:16]1[CH:17]=[CH:18][CH:19]=[C:14]([Cl:13])[C:15]=1[CH:27]([C:23]1[CH:22]=[C:21]([CH3:29])[CH:26]=[CH:25][CH:24]=1)[OH:28], predict the reactants needed to synthesize it. (9) Given the product [CH2:1]([O:3][C:4](=[O:25])[CH2:5][C:6]1[C:10]2[CH:11]=[CH:12][C:13]([S:15]([CH2:16][C:17]3[CH:22]=[CH:21][C:20]([Cl:23])=[CH:19][C:18]=3[Cl:24])=[O:27])=[CH:14][C:9]=2[S:8][CH:7]=1)[CH3:2], predict the reactants needed to synthesize it. The reactants are: [CH2:1]([O:3][C:4](=[O:25])[CH2:5][C:6]1[C:10]2[CH:11]=[CH:12][C:13]([S:15][CH2:16][C:17]3[CH:22]=[CH:21][C:20]([Cl:23])=[CH:19][C:18]=3[Cl:24])=[CH:14][C:9]=2[S:8][CH:7]=1)[CH3:2].O.[O-:27]S([O-])(=S)=O.[Na+].[Na+].